Task: Predict the product of the given reaction.. Dataset: Forward reaction prediction with 1.9M reactions from USPTO patents (1976-2016) Given the reactants [CH2:1]([O:3][C:4]([C:6]1[C:7](Cl)=[N:8][C:9]([S:12][CH3:13])=[N:10][CH:11]=1)=[O:5])[CH3:2].[CH2:15]([NH2:18])[CH2:16][CH3:17], predict the reaction product. The product is: [CH2:1]([O:3][C:4]([C:6]1[C:7]([NH:18][CH2:15][CH2:16][CH3:17])=[N:8][C:9]([S:12][CH3:13])=[N:10][CH:11]=1)=[O:5])[CH3:2].